Dataset: Forward reaction prediction with 1.9M reactions from USPTO patents (1976-2016). Task: Predict the product of the given reaction. (1) Given the reactants [Br:1][C:2]1[CH:7]=[CH:6][CH:5]=[CH:4][C:3]=1[CH2:8][C:9]([OH:11])=[O:10].S(Cl)(Cl)=O.[CH3:16]O, predict the reaction product. The product is: [CH3:16][O:10][C:9](=[O:11])[CH2:8][C:3]1[CH:4]=[CH:5][CH:6]=[CH:7][C:2]=1[Br:1]. (2) Given the reactants [CH3:1][C:2]1[CH:3]=[C:4]([C:13]([C:15]2[CH:20]=[CH:19][CH:18]=[CH:17][N:16]=2)=[O:14])[S:5][C:6]=1[C:7]1[CH:12]=[CH:11][CH:10]=[CH:9][CH:8]=1.CC(N=NC(C#N)(C)C)(C#N)C.[Br:33]N1C(=O)CCC1=O.O, predict the reaction product. The product is: [Br:33][CH2:1][C:2]1[CH:3]=[C:4]([C:13]([C:15]2[CH:20]=[CH:19][CH:18]=[CH:17][N:16]=2)=[O:14])[S:5][C:6]=1[C:7]1[CH:8]=[CH:9][CH:10]=[CH:11][CH:12]=1.